From a dataset of Forward reaction prediction with 1.9M reactions from USPTO patents (1976-2016). Predict the product of the given reaction. (1) Given the reactants [N+:1]([C:4]1[CH:9]=[CH:8][C:7]([NH2:10])=[C:6]([NH2:11])[CH:5]=1)([O-:3])=[O:2].[C:12]([C:20]1[C:21](=[O:31])[N:22]([CH3:30])[C:23](=[O:29])[N:24]([CH3:28])[C:25]=1[CH2:26]Br)(=O)[C:13]1[CH:18]=[CH:17][CH:16]=[CH:15][CH:14]=1, predict the reaction product. The product is: [NH2:10][C:7]1[CH:8]=[CH:9][C:4]([N+:1]([O-:3])=[O:2])=[CH:5][C:6]=1[N:11]1[C:12]([C:13]2[CH:18]=[CH:17][CH:16]=[CH:15][CH:14]=2)=[C:20]2[C:25]([N:24]([CH3:28])[C:23](=[O:29])[N:22]([CH3:30])[C:21]2=[O:31])=[CH:26]1. (2) Given the reactants C[O:2][C:3](=[O:33])[C:4]([C:7]1[CH:12]=[CH:11][C:10]([S:13][CH2:14][C:15]2[CH:20]=[CH:19][C:18]([C:21]3[CH:26]=[CH:25][C:24]([C:27]([F:30])([F:29])[F:28])=[CH:23][N:22]=3)=[CH:17][CH:16]=2)=[C:9]([O:31][CH3:32])[CH:8]=1)([CH3:6])[CH3:5].O[Li].O, predict the reaction product. The product is: [CH3:32][O:31][C:9]1[CH:8]=[C:7]([C:4]([CH3:6])([CH3:5])[C:3]([OH:33])=[O:2])[CH:12]=[CH:11][C:10]=1[S:13][CH2:14][C:15]1[CH:16]=[CH:17][C:18]([C:21]2[CH:26]=[CH:25][C:24]([C:27]([F:28])([F:29])[F:30])=[CH:23][N:22]=2)=[CH:19][CH:20]=1. (3) Given the reactants [CH3:1][O:2][C:3]1[C:4]([O:35][CH3:36])=[C:5]([CH:32]=[CH:33][CH:34]=1)[C:6]([O:19][CH2:20][CH2:21][O:22][CH2:23][CH2:24][O:25][CH2:26][CH2:27][O:28][CH2:29][CH2:30][OH:31])([C:13]1[CH:18]=[CH:17][CH:16]=[CH:15][CH:14]=1)[C:7]1[CH:12]=[CH:11][CH:10]=[CH:9][CH:8]=1.C(N(CC)CC)C.[C:44]1([CH3:54])[CH:49]=[CH:48][C:47]([S:50](Cl)(=[O:52])=[O:51])=[CH:46][CH:45]=1, predict the reaction product. The product is: [C:44]1([CH3:54])[CH:49]=[CH:48][C:47]([S:50]([O:31][CH2:30][CH2:29][O:28][CH2:27][CH2:26][O:25][CH2:24][CH2:23][O:22][CH2:21][CH2:20][O:19][C:6]([C:13]2[CH:18]=[CH:17][CH:16]=[CH:15][CH:14]=2)([C:7]2[CH:8]=[CH:9][CH:10]=[CH:11][CH:12]=2)[C:5]2[CH:32]=[CH:33][CH:34]=[C:3]([O:2][CH3:1])[C:4]=2[O:35][CH3:36])(=[O:52])=[O:51])=[CH:46][CH:45]=1. (4) Given the reactants C(N(C(C)C)CC)(C)C.O[C@@:11]([C:39]1[CH:40]=[C:41]2[C:46](=[CH:47][CH:48]=1)[CH:45]=[C:44]([C:49]([NH:51][CH3:52])=[O:50])[CH:43]=[CH:42]2)([C:15]1[N:16]=[CH:17][N:18](C(C2C=CC=CC=2)(C2C=CC=CC=2)C2C=CC=CC=2)[CH:19]=1)[CH2:12][CH2:13]O.CS(Cl)(=O)=[O:55].Cl, predict the reaction product. The product is: [OH:55][C:19]1[N:18]=[CH:17][N:16]2[CH2:13][CH2:12][C@@H:11]([C:39]3[CH:40]=[C:41]4[C:46](=[CH:47][CH:48]=3)[CH:45]=[C:44]([C:49]([NH:51][CH3:52])=[O:50])[CH:43]=[CH:42]4)[C:15]=12. (5) Given the reactants [Cl-].[CH2:2]([NH2+:9][CH2:10][CH2:11]Cl)[C:3]1[CH:8]=[CH:7][CH:6]=[CH:5][CH:4]=1.[Cl:13][C:14]1[CH:15]=[C:16]([N:21]=[C:22]=[S:23])[CH:17]=[CH:18][C:19]=1[Cl:20], predict the reaction product. The product is: [Cl:13][C:14]1[CH:15]=[C:16]([N:21]=[C:22]2[N:9]([CH2:2][C:3]3[CH:4]=[CH:5][CH:6]=[CH:7][CH:8]=3)[CH2:10][CH2:11][S:23]2)[CH:17]=[CH:18][C:19]=1[Cl:20]. (6) Given the reactants [CH3:1][O:2][C:3]1[CH:10]=[CH:9][CH:8]=[CH:7][C:4]=1[CH:5]=O.[O:11]=[C:12]([CH:14](P(=O)(OCC)OCC)[CH2:15][CH2:16][CH2:17][CH2:18][CH3:19])[CH3:13], predict the reaction product. The product is: [CH3:1][O:2][C:3]1[CH:10]=[CH:9][CH:8]=[CH:7][C:4]=1/[CH:5]=[C:14](\[CH2:15][CH2:16][CH2:17][CH2:18][CH3:19])/[C:12](=[O:11])[CH3:13].